From a dataset of Full USPTO retrosynthesis dataset with 1.9M reactions from patents (1976-2016). Predict the reactants needed to synthesize the given product. (1) Given the product [CH3:32][O:31][C:26]1[CH:27]=[CH:28][CH:29]=[CH:30][C:25]=1[NH:9][C:1](=[O:8])[C:2]1[CH:7]=[CH:6][CH:5]=[CH:4][CH:3]=1, predict the reactants needed to synthesize it. The reactants are: [C:1]([NH2:9])(=[O:8])[C:2]1[CH:7]=[CH:6][CH:5]=[CH:4][CH:3]=1.C([O-])([O-])=O.[K+].[K+].[C@@H]1(N)CCCC[C@H]1N.Br[C:25]1[CH:30]=[CH:29][CH:28]=[CH:27][C:26]=1[O:31][CH3:32]. (2) Given the product [F:15][C:16]([F:27])([F:26])[C:17]([NH:1][C:2]1[CH:7]=[N:6][CH:5]=[CH:4][N:3]=1)=[O:18], predict the reactants needed to synthesize it. The reactants are: [NH2:1][C:2]1[CH:7]=[N:6][CH:5]=[CH:4][N:3]=1.C(N(CC)CC)C.[F:15][C:16]([F:27])([F:26])[C:17](O[C:17](=[O:18])[C:16]([F:27])([F:26])[F:15])=[O:18]. (3) Given the product [CH3:12][C:13]1[CH:18]=[CH:17][C:16]([S:19]([N:3]2[C:11]3[C:6](=[N:7][CH:8]=[CH:9][CH:10]=3)[CH:5]=[CH:4]2)(=[O:21])=[O:20])=[CH:15][CH:14]=1, predict the reactants needed to synthesize it. The reactants are: [H-].[Na+].[NH:3]1[C:11]2[C:6](=[N:7][CH:8]=[CH:9][CH:10]=2)[CH:5]=[CH:4]1.[CH3:12][C:13]1[CH:18]=[CH:17][C:16]([S:19](Cl)(=[O:21])=[O:20])=[CH:15][CH:14]=1.